This data is from Catalyst prediction with 721,799 reactions and 888 catalyst types from USPTO. The task is: Predict which catalyst facilitates the given reaction. (1) Reactant: [CH:1]([C:4]1[CH:5]=[CH:6][C:7]([C:12]2[CH:21]=[CH:20][C:19]3[C:14](=[CH:15][CH:16]=[C:17]([CH:22]([CH3:24])[CH3:23])[CH:18]=3)[CH:13]=2)=[C:8]([CH:11]=1)C=O)([CH3:3])[CH3:2].[Cl-].[CH3:26][O:27][CH2:28][P+](C1C=CC=CC=1)(C1C=CC=CC=1)C1C=CC=CC=1.[C:48](O[K])(C)(C)C. Product: [CH:22]([C:17]1[CH:16]=[CH:15][C:14]2[C:19](=[CH:20][CH:21]=[C:12]([C:7]3[CH:6]=[CH:5][C:4]([CH:1]([CH3:3])[CH3:2])=[CH:11][C:8]=3[CH:48]=[CH:28][O:27][CH3:26])[CH:13]=2)[CH:18]=1)([CH3:23])[CH3:24]. The catalyst class is: 7. (2) Product: [CH:16]([C:4]1[CH:5]=[C:6]([NH:8][C:9]2[CH:14]=[CH:13][C:12]([CH3:15])=[CH:11][CH:10]=2)[N:7]=[C:2]([N:22]2[CH2:21][CH2:20][N:19]([C:25]([O:27][C:28]([CH3:31])([CH3:30])[CH3:29])=[O:26])[CH2:24][CH2:23]2)[N:3]=1)([CH3:18])[CH3:17]. Reactant: Cl[C:2]1[N:7]=[C:6]([NH:8][C:9]2[CH:14]=[CH:13][C:12]([CH3:15])=[CH:11][CH:10]=2)[CH:5]=[C:4]([CH:16]([CH3:18])[CH3:17])[N:3]=1.[N:19]1([C:25]([O:27][C:28]([CH3:31])([CH3:30])[CH3:29])=[O:26])[CH2:24][CH2:23][NH:22][CH2:21][CH2:20]1.C(N(CC)C(C)C)(C)C. The catalyst class is: 51. (3) The catalyst class is: 3. Reactant: [H-].[Na+].[Cl:3][C:4]1[CH:5]=[C:6]([CH:10]2[C:16]3[CH:17]=[C:18]([C:21]([C:29]4[CH:34]=[CH:33][C:32]([Cl:35])=[CH:31][CH:30]=4)([OH:28])[C:22]4[N:26]([CH3:27])[CH:25]=[N:24][CH:23]=4)[CH:19]=[CH:20][C:15]=3[NH:14][C:13](=[O:36])[CH2:12][S:11]2)[CH:7]=[CH:8][CH:9]=1.Br[CH2:38][CH:39]1[CH2:41][CH2:40]1. Product: [Cl:3][C:4]1[CH:5]=[C:6]([CH:10]2[C:16]3[CH:17]=[C:18]([C:21]([C:29]4[CH:30]=[CH:31][C:32]([Cl:35])=[CH:33][CH:34]=4)([OH:28])[C:22]4[N:26]([CH3:27])[CH:25]=[N:24][CH:23]=4)[CH:19]=[CH:20][C:15]=3[N:14]([CH2:38][CH:39]3[CH2:41][CH2:40]3)[C:13](=[O:36])[CH2:12][S:11]2)[CH:7]=[CH:8][CH:9]=1. (4) Reactant: C(N(CC)CC)C.[CH3:8][N:9]1[CH2:14][CH2:13][N:12]([C:15]2[CH:16]=[C:17]([NH2:22])[C:18]([NH2:21])=[CH:19][CH:20]=2)[CH2:11][CH2:10]1.CC([N:27]([C:31]1[CH:36]=[CH:35][C:34]([C:37]2[CH:41]=[C:40]([CH:42]=O)[NH:39][N:38]=2)=[CH:33][CH:32]=1)C(=O)[O-])(C)C. Product: [CH3:8][N:9]1[CH2:10][CH2:11][N:12]([C:15]2[CH:20]=[CH:19][C:18]3[N:21]=[C:42]([C:40]4[NH:39][N:38]=[C:37]([C:34]5[CH:35]=[CH:36][C:31]([NH2:27])=[CH:32][CH:33]=5)[CH:41]=4)[NH:22][C:17]=3[CH:16]=2)[CH2:13][CH2:14]1. The catalyst class is: 3. (5) Reactant: [CH3:1][O:2][C:3]1[CH:12]=[C:11]2[C:6]([CH2:7][CH2:8][C:9](=O)[CH2:10]2)=[CH:5][CH:4]=1.[CH2:14]([N:21]1[CH2:26][CH2:25][CH:24]([NH2:27])[CH2:23][CH2:22]1)[C:15]1[CH:20]=[CH:19][CH:18]=[CH:17][CH:16]=1.C(O[BH-](OC(=O)C)OC(=O)C)(=O)C.[Na+]. Product: [CH2:14]([N:21]1[CH2:26][CH2:25][CH:24]([NH:27][CH:9]2[CH2:8][CH2:7][C:6]3[C:11](=[CH:12][C:3]([O:2][CH3:1])=[CH:4][CH:5]=3)[CH2:10]2)[CH2:23][CH2:22]1)[C:15]1[CH:16]=[CH:17][CH:18]=[CH:19][CH:20]=1. The catalyst class is: 68. (6) The catalyst class is: 41. Product: [NH:22]1[C:30]2=[N:29][CH:28]=[CH:27][CH:26]=[C:25]2[C:24]([CH:31]=[C:11]2[O:10][C:9]([NH:8][C:5]3[CH:4]=[CH:3][C:2]([F:1])=[CH:7][CH:6]=3)=[C:13]([C:14]([O:16][CH2:17][CH2:18][O:19][CH3:20])=[O:15])[C:12]2=[O:21])=[CH:23]1. Reactant: [F:1][C:2]1[CH:7]=[CH:6][C:5]([NH:8][C:9]2[O:10][CH2:11][C:12](=[O:21])[C:13]=2[C:14]([O:16][CH2:17][CH2:18][O:19][CH3:20])=[O:15])=[CH:4][CH:3]=1.[NH:22]1[C:30]2[C:25](=[CH:26][CH:27]=[CH:28][N:29]=2)[C:24]([CH:31]=O)=[CH:23]1.N1CCC[C@H]1C(O)=O. (7) Reactant: [N:1]1[C:10]2[C:5](=[N:6][CH:7]=[CH:8][CH:9]=2)[CH:4]=[CH:3][C:2]=1[CH:11]=[O:12].[BH4-].[Na+]. Product: [N:1]1[C:10]2[C:5](=[N:6][CH:7]=[CH:8][CH:9]=2)[CH:4]=[CH:3][C:2]=1[CH2:11][OH:12]. The catalyst class is: 92.